This data is from Catalyst prediction with 721,799 reactions and 888 catalyst types from USPTO. The task is: Predict which catalyst facilitates the given reaction. Reactant: [Br:1][C:2]1[CH:10]=[C:9]2[C:5]([CH2:6][CH2:7][C:8]2=[O:11])=[CH:4][CH:3]=1.[H-].[Na+].I[CH2:15][CH2:16][CH:17]=[CH2:18]. Product: [Br:1][C:2]1[CH:10]=[C:9]2[C:5]([CH2:6][C:7]([CH2:4][CH2:3][CH:2]=[CH2:10])([CH2:15][CH2:16][CH:17]=[CH2:18])[C:8]2=[O:11])=[CH:4][CH:3]=1. The catalyst class is: 1.